Dataset: Reaction yield outcomes from USPTO patents with 853,638 reactions. Task: Predict the reaction yield, written as a fraction of the theoretical maximum amount of product (1.0 means a 100% yield; for example, 0.34 means a 34% yield). (1) The reactants are [CH3:1][C:2]1([CH3:18])[C:6]([CH3:8])([CH3:7])[O:5][B:4]([C:9]2[CH:17]=[CH:16][C:12]([C:13]([OH:15])=O)=[CH:11][CH:10]=2)[O:3]1.C(Cl)(C(Cl)=O)=O.[CH:25]1[C:34]2[C:29](=[CH:30][CH:31]=[CH:32][CH:33]=2)[CH:28]=[C:27]([NH2:35])[N:26]=1. The catalyst is C(Cl)Cl.CN(C=O)C. The product is [CH:25]1[C:34]2[C:29](=[CH:30][CH:31]=[CH:32][CH:33]=2)[CH:28]=[C:27]([NH:35][C:13](=[O:15])[C:12]2[CH:11]=[CH:10][C:9]([B:4]3[O:5][C:6]([CH3:7])([CH3:8])[C:2]([CH3:1])([CH3:18])[O:3]3)=[CH:17][CH:16]=2)[N:26]=1. The yield is 0.343. (2) The reactants are [O:1]=[C:2]1[C:10]2[C:5](=[CH:6][CH:7]=[CH:8][CH:9]=2)[C:4](=[O:11])[N:3]1[CH2:12][CH2:13][CH2:14][CH2:15][N:16]1[C:24]2[C:19](=[CH:20][CH:21]=[C:22]([C:25]([C:27]3[S:28][C:29]([C:38]4[CH:43]=[CH:42][CH:41]=[C:40]([OH:44])[CH:39]=4)=[C:30]([CH2:32][C:33]([O:35][CH2:36][CH3:37])=[O:34])[CH:31]=3)=[O:26])[CH:23]=2)[CH:18]=[C:17]1[C:45]1[CH:60]=[CH:59][C:48]([C:49]([O:51]CC2C=CC=CC=2)=[O:50])=[CH:47][CH:46]=1. The catalyst is CO.CCOC(C)=O.[Pd]. The product is [O:1]=[C:2]1[C:10]2[C:5](=[CH:6][CH:7]=[CH:8][CH:9]=2)[C:4](=[O:11])[N:3]1[CH2:12][CH2:13][CH2:14][CH2:15][N:16]1[C:24]2[C:19](=[CH:20][CH:21]=[C:22]([C:25]([C:27]3[S:28][C:29]([C:38]4[CH:43]=[CH:42][CH:41]=[C:40]([OH:44])[CH:39]=4)=[C:30]([CH2:32][C:33]([O:35][CH2:36][CH3:37])=[O:34])[CH:31]=3)=[O:26])[CH:23]=2)[CH:18]=[C:17]1[C:45]1[CH:46]=[CH:47][C:48]([C:49]([OH:51])=[O:50])=[CH:59][CH:60]=1. The yield is 0.880. (3) The reactants are C[Al](C)C.[NH2:5][N:6]1[CH2:11][CH2:10][CH2:9][CH2:8][CH2:7]1.C[O:13][C:14]([C:16]1[O:20][N:19]=[C:18]([O:21][CH2:22][C:23]2[C:24]([C:29]3[CH:34]=[CH:33][CH:32]=[CH:31][CH:30]=3)=[N:25][O:26][C:27]=2[CH3:28])[CH:17]=1)=O.[C@H](O)(C([O-])=O)[C@@H](O)C([O-])=O.[Na+].[K+]. The catalyst is O1CCOCC1. The product is [N:6]1([NH:5][C:14]([C:16]2[O:20][N:19]=[C:18]([O:21][CH2:22][C:23]3[C:24]([C:29]4[CH:34]=[CH:33][CH:32]=[CH:31][CH:30]=4)=[N:25][O:26][C:27]=3[CH3:28])[CH:17]=2)=[O:13])[CH2:11][CH2:10][CH2:9][CH2:8][CH2:7]1. The yield is 0.820. (4) The reactants are O=O.[CH2:3]([N:10]1[CH2:14][C:13]([C:15]2[CH:20]=[CH:19][CH:18]=[CH:17][CH:16]=2)=[C:12]([C:21]([OH:23])=[O:22])[CH2:11]1)[C:4]1[CH:9]=[CH:8][CH:7]=[CH:6][CH:5]=1.C(N(CC)CC)C.[H][H]. The yield is 0.400. The product is [CH2:3]([N:10]1[CH2:14][CH:13]([C:15]2[CH:16]=[CH:17][CH:18]=[CH:19][CH:20]=2)[CH:12]([C:21]([OH:23])=[O:22])[CH2:11]1)[C:4]1[CH:5]=[CH:6][CH:7]=[CH:8][CH:9]=1. The catalyst is COC(C)(C)C.CO. (5) The reactants are [CH:1]([O:4][C:5]1[CH:11]=[CH:10][C:8]([NH2:9])=[CH:7][CH:6]=1)([CH3:3])[CH3:2].Cl[C:13]([O:15][C:16]1[CH:21]=[CH:20][C:19]([N+:22]([O-:24])=[O:23])=[CH:18][CH:17]=1)=[O:14]. The catalyst is C(Cl)Cl.N1C=CC=CC=1. The product is [N+:22]([C:19]1[CH:18]=[CH:17][C:16]([O:15][C:13](=[O:14])[NH:9][C:8]2[CH:10]=[CH:11][C:5]([O:4][CH:1]([CH3:3])[CH3:2])=[CH:6][CH:7]=2)=[CH:21][CH:20]=1)([O-:24])=[O:23]. The yield is 0.980.